This data is from Forward reaction prediction with 1.9M reactions from USPTO patents (1976-2016). The task is: Predict the product of the given reaction. Given the reactants [CH2:1]([N:8]([CH3:17])[C:9]1[C:14]([F:15])=[CH:13][NH:12][C:11](=[O:16])[N:10]=1)[C:2]1[CH:7]=[CH:6][CH:5]=[CH:4][CH:3]=1.[CH3:18][CH2:19][CH2:20][CH2:21][CH2:22][O:23][C:24](Cl)=[O:25].CCN(CC)CC, predict the reaction product. The product is: [CH2:1]([N:8]([CH3:17])[C:9]1[C:14]([F:15])=[CH:13][N:12]([C:24]([O:23][CH2:22][CH2:21][CH2:20][CH2:19][CH3:18])=[O:25])[C:11](=[O:16])[N:10]=1)[C:2]1[CH:7]=[CH:6][CH:5]=[CH:4][CH:3]=1.